Regression. Given a peptide amino acid sequence and an MHC pseudo amino acid sequence, predict their binding affinity value. This is MHC class I binding data. From a dataset of Peptide-MHC class I binding affinity with 185,985 pairs from IEDB/IMGT. (1) The peptide sequence is RRRQWASCM. The MHC is HLA-C06:02 with pseudo-sequence HLA-C06:02. The binding affinity (normalized) is 0.703. (2) The binding affinity (normalized) is 0.415. The MHC is HLA-B07:02 with pseudo-sequence HLA-B07:02. The peptide sequence is LPSCPTNFCIF. (3) The peptide sequence is QSPQPVRVK. The MHC is HLA-A69:01 with pseudo-sequence HLA-A69:01. The binding affinity (normalized) is 0.0847. (4) The binding affinity (normalized) is 0.386. The peptide sequence is IEVKDTKEAL. The MHC is HLA-A68:02 with pseudo-sequence HLA-A68:02. (5) The peptide sequence is IAFTRLFTV. The MHC is HLA-B18:01 with pseudo-sequence HLA-B18:01. The binding affinity (normalized) is 0.0847. (6) The peptide sequence is FVRVQGLLRI. The MHC is Patr-B0101 with pseudo-sequence Patr-B0101. The binding affinity (normalized) is 0.228.